Binary Classification. Given a T-cell receptor sequence (or CDR3 region) and an epitope sequence, predict whether binding occurs between them. From a dataset of TCR-epitope binding with 47,182 pairs between 192 epitopes and 23,139 TCRs. (1) The epitope is KLFIRQEEV. The TCR CDR3 sequence is CASPADPYPPHNEQFF. Result: 0 (the TCR does not bind to the epitope). (2) The epitope is GTSGSPIVNR. The TCR CDR3 sequence is CASSNRPSSYNEQFF. Result: 0 (the TCR does not bind to the epitope). (3) Result: 1 (the TCR binds to the epitope). The TCR CDR3 sequence is CASSPGTSGAYEQYF. The epitope is PKYVKQNTLKLAT.